Dataset: Forward reaction prediction with 1.9M reactions from USPTO patents (1976-2016). Task: Predict the product of the given reaction. (1) Given the reactants [H-].[Na+].[CH3:3][NH:4][C:5](=[O:14])[O:6][CH2:7][C:8]1[CH:13]=[CH:12][CH:11]=[CH:10][CH:9]=1.CS(O[CH2:20][C@H:21]1[CH2:26][O:25][CH2:24][CH2:23][O:22]1)(=O)=O, predict the reaction product. The product is: [O:22]1[CH2:23][CH2:24][O:25][CH2:26][C@@H:21]1[CH2:20][N:4]([CH3:3])[C:5](=[O:14])[O:6][CH2:7][C:8]1[CH:9]=[CH:10][CH:11]=[CH:12][CH:13]=1. (2) Given the reactants Cl[CH2:2][C:3]([N:5]1[C:14]2[C:9](=[CH:10][CH:11]=[C:12]([C:15]([O:17][C:18]([CH3:21])([CH3:20])[CH3:19])=[O:16])[CH:13]=2)[N:8]([CH:22]2[CH2:24][CH2:23]2)[C:7](=[O:25])[CH2:6]1)=[O:4].[CH:26]1([NH2:32])[CH2:31][CH2:30][CH2:29][CH2:28][CH2:27]1, predict the reaction product. The product is: [CH:26]1([NH:32][CH2:2][C:3]([N:5]2[C:14]3[C:9](=[CH:10][CH:11]=[C:12]([C:15]([O:17][C:18]([CH3:21])([CH3:20])[CH3:19])=[O:16])[CH:13]=3)[N:8]([CH:22]3[CH2:24][CH2:23]3)[C:7](=[O:25])[CH2:6]2)=[O:4])[CH2:31][CH2:30][CH2:29][CH2:28][CH2:27]1. (3) Given the reactants CN(C(ON1N=NC2C=CC=NC1=2)=[N+](C)C)C.F[P-](F)(F)(F)(F)F.[Cl:25][C:26]1[CH:34]=[CH:33][C:29]([C:30]([OH:32])=O)=[C:28]([NH:35][C:36]([NH:38][C:39]2[C:44]([Cl:45])=[CH:43][CH:42]=[CH:41][C:40]=2[Cl:46])=[O:37])[CH:27]=1.Cl.[NH2:48][C@@H:49]([CH:54]1[CH2:59][CH2:58][CH2:57][CH2:56][CH2:55]1)[C:50]([O:52][CH3:53])=[O:51].C(N(C(C)C)CC)(C)C, predict the reaction product. The product is: [Cl:25][C:26]1[CH:34]=[CH:33][C:29]([C:30]([NH:48][C@@H:49]([CH:54]2[CH2:59][CH2:58][CH2:57][CH2:56][CH2:55]2)[C:50]([O:52][CH3:53])=[O:51])=[O:32])=[C:28]([NH:35][C:36]([NH:38][C:39]2[C:44]([Cl:45])=[CH:43][CH:42]=[CH:41][C:40]=2[Cl:46])=[O:37])[CH:27]=1.